Dataset: hERG potassium channel inhibition data for cardiac toxicity prediction from Karim et al.. Task: Regression/Classification. Given a drug SMILES string, predict its toxicity properties. Task type varies by dataset: regression for continuous values (e.g., LD50, hERG inhibition percentage) or binary classification for toxic/non-toxic outcomes (e.g., AMES mutagenicity, cardiotoxicity, hepatotoxicity). Dataset: herg_karim. The drug is Cc1oc(-c2ccc(Cl)cc2)nc1CCOc1cccc(C[C@@H]2C(=O)N(c3ccc(C(C)(C)C)cc3)[C@@H]2C(=O)O)c1. The result is 1 (blocker).